This data is from Full USPTO retrosynthesis dataset with 1.9M reactions from patents (1976-2016). The task is: Predict the reactants needed to synthesize the given product. (1) The reactants are: [C:1]12([C:7]3[CH:12]=[CH:11][C:10]([N:13]4[CH2:17][C@H:16]([CH2:18][NH:19][C:20](=[O:22])[CH3:21])[O:15][C:14]4=[O:23])=[CH:9][CH:8]=3)[CH2:6][CH:5]1[CH2:4][NH:3][CH2:2]2.CCN(C(C)C)C(C)C.[F:33][C:34]([F:45])([F:44])[C:35](O[C:35](=[O:36])[C:34]([F:45])([F:44])[F:33])=[O:36]. Given the product [O:23]=[C:14]1[N:13]([C:10]2[CH:9]=[CH:8][C:7]([C:1]34[CH2:6][CH:5]3[CH2:4][N:3]([C:35](=[O:36])[C:34]([F:45])([F:44])[F:33])[CH2:2]4)=[CH:12][CH:11]=2)[CH2:17][C@H:16]([CH2:18][NH:19][C:20](=[O:22])[CH3:21])[O:15]1, predict the reactants needed to synthesize it. (2) Given the product [Br:1][C:12]1[CH:11]=[CH:10][C:9]([OH:15])=[C:8]([Cl:7])[C:13]=1[Cl:14], predict the reactants needed to synthesize it. The reactants are: [Br:1]Br.O.ClCCl.[Cl:7][C:8]1[C:13]([Cl:14])=[CH:12][CH:11]=[CH:10][C:9]=1[OH:15]. (3) Given the product [CH2:22]([O:21][C:19](=[O:20])[C:18]([O:1][C:2]1[CH:10]=[CH:9][CH:8]=[C:7]2[C:3]=1[CH:4]=[CH:5][NH:6]2)([CH3:25])[CH3:24])[CH3:23], predict the reactants needed to synthesize it. The reactants are: [OH:1][C:2]1[CH:10]=[CH:9][CH:8]=[C:7]2[C:3]=1[CH:4]=[CH:5][NH:6]2.[OH-].[K+].CS(C)=O.Br[C:18]([CH3:25])([CH3:24])[C:19]([O:21][CH2:22][CH3:23])=[O:20]. (4) Given the product [N+:1](=[C:3]([C:17](=[O:18])[C:16]([F:27])([F:26])[F:15])[C:4]([O:6][CH2:7][CH3:8])=[O:5])=[N-:2], predict the reactants needed to synthesize it. The reactants are: [N+:1](=[CH:3][C:4]([O:6][CH2:7][CH3:8])=[O:5])=[N-:2].N1C=CC=CC=1.[F:15][C:16]([F:27])([F:26])[C:17](O[C:17](=[O:18])[C:16]([F:27])([F:26])[F:15])=[O:18].C([O-])(O)=O.[Na+]. (5) Given the product [NH2:1][C:2]1[N:3]=[C:4]([Cl:23])[C:5]2=[C:6]([N:8]([CH2:12][C:13]3[C:18]([CH3:19])=[C:17]([O:20][CH3:21])[C:16]([CH3:22])=[CH:15][N:14]=3)[C:9](=[O:11])/[C:10]/2=[CH:38]\[C:35]2[NH:36][CH:37]=[C:33]([C:31](=[O:32])[CH2:30][N:27]3[CH2:28][CH2:29][O:24][CH2:25][CH2:26]3)[CH:34]=2)[N:7]=1, predict the reactants needed to synthesize it. The reactants are: [NH2:1][C:2]1[N:3]=[C:4]([Cl:23])[C:5]2[CH2:10][C:9](=[O:11])[N:8]([CH2:12][C:13]3[C:18]([CH3:19])=[C:17]([O:20][CH3:21])[C:16]([CH3:22])=[CH:15][N:14]=3)[C:6]=2[N:7]=1.[O:24]1[CH2:29][CH2:28][N:27]([CH2:30][C:31]([C:33]2[CH:34]=[C:35]([CH:38]=O)[NH:36][CH:37]=2)=[O:32])[CH2:26][CH2:25]1.N1CCCCC1. (6) Given the product [NH2:21][C:12]1[C:11]2[N:10]=[C:9]([OH:22])[N:8]([CH2:1][C:2]3[CH:3]=[CH:4][CH:5]=[CH:6][CH:7]=3)[C:20]=2[C:19]2[N:18]=[CH:17][CH:16]=[CH:15][C:14]=2[N:13]=1, predict the reactants needed to synthesize it. The reactants are: [CH2:1]([N:8]1[C:20]2[C:19]3[N:18]=[CH:17][CH:16]=[CH:15][C:14]=3[N:13]=[C:12]([NH2:21])[C:11]=2[N:10]=[C:9]1[O:22]CC)[C:2]1[CH:7]=[CH:6][CH:5]=[CH:4][CH:3]=1.B(Br)(Br)Br. (7) The reactants are: [F:1][C:2]1[CH:3]=[C:4]2[C:9](=[CH:10][CH:11]=1)[N:8]=[C:7]([C:12]1[CH:17]=[C:16]([O:18][CH3:19])[C:15]([O:20][CH3:21])=[C:14]([O:22][CH3:23])[CH:13]=1)[N:6]=[C:5]2[C:24](O)=[O:25].Cl.[CH3:28][O:29][C:30]1[CH:39]=[CH:38][CH:37]=[C:36]2[C:31]=1[CH2:32][CH2:33][NH:34][CH2:35]2. Given the product [F:1][C:2]1[CH:3]=[C:4]2[C:9](=[CH:10][CH:11]=1)[N:8]=[C:7]([C:12]1[CH:13]=[C:14]([O:22][CH3:23])[C:15]([O:20][CH3:21])=[C:16]([O:18][CH3:19])[CH:17]=1)[N:6]=[C:5]2[C:24]([N:34]1[CH2:33][CH2:32][C:31]2[C:36](=[CH:37][CH:38]=[CH:39][C:30]=2[O:29][CH3:28])[CH2:35]1)=[O:25], predict the reactants needed to synthesize it. (8) Given the product [F:1][C:2]1[C:7]([O:8][CH3:9])=[CH:6][CH:5]=[CH:4][C:3]=1[CH2:10][C:11]([OH:15])=[O:13], predict the reactants needed to synthesize it. The reactants are: [F:1][C:2]1[C:7]([O:8][CH3:9])=[CH:6][CH:5]=[CH:4][C:3]=1[CH2:10][C:11]#N.[OH-:13].[Na+].[OH2:15]. (9) Given the product [OH:34][C@@:27]1([C:26]#[C:25][C:21]2[CH:20]=[C:19]([C:2]3[N:3]=[C:4]([C:12]([O:14][CH2:15][CH3:16])=[O:13])[C:5]4[CH:10]=[CH:9][N:8]([CH3:11])[C:6]=4[N:7]=3)[CH:24]=[CH:23][CH:22]=2)[CH2:31][CH2:30][N:29]([CH3:32])[C:28]1=[O:33], predict the reactants needed to synthesize it. The reactants are: Cl[C:2]1[N:3]=[C:4]([C:12]([O:14][CH2:15][CH3:16])=[O:13])[C:5]2[CH:10]=[CH:9][N:8]([CH3:11])[C:6]=2[N:7]=1.F[B-](F)(F)[C:19]1[CH:24]=[CH:23][CH:22]=[C:21]([C:25]#[C:26][C@:27]2([OH:34])[CH2:31][CH2:30][N:29]([CH3:32])[C:28]2=[O:33])[CH:20]=1.[K+].